This data is from Reaction yield outcomes from USPTO patents with 853,638 reactions. The task is: Predict the reaction yield, written as a fraction of the theoretical maximum amount of product (1.0 means a 100% yield; for example, 0.34 means a 34% yield). The reactants are P(Br)(Br)[Br:2].[CH3:5][O:6][C:7]1[CH:12]=[CH:11][C:10]([N:13]2[C:17]([C:18]3[CH:23]=[CH:22][C:21]([CH3:24])=[CH:20][CH:19]=3)=[CH:16][C:15]([CH2:25]O)=[N:14]2)=[CH:9][CH:8]=1.[OH-].[Na+]. The catalyst is C(Cl)Cl. The product is [Br:2][CH2:25][C:15]1[CH:16]=[C:17]([C:18]2[CH:23]=[CH:22][C:21]([CH3:24])=[CH:20][CH:19]=2)[N:13]([C:10]2[CH:11]=[CH:12][C:7]([O:6][CH3:5])=[CH:8][CH:9]=2)[N:14]=1. The yield is 0.860.